Dataset: Catalyst prediction with 721,799 reactions and 888 catalyst types from USPTO. Task: Predict which catalyst facilitates the given reaction. Product: [F:1][C:2]1[CH:3]=[CH:4][C:5]([O:22][CH3:23])=[C:6]2[C:10]=1[NH:9][N:8]=[C:7]2[NH2:11]. Reactant: [F:1][C:2]1[CH:3]=[CH:4][C:5]([O:22][CH3:23])=[C:6]2[C:10]=1[NH:9][N:8]=[C:7]2[N:11]1C(=O)C2C(=CC=CC=2)C1=O.O.NN. The catalyst class is: 8.